Task: Predict which catalyst facilitates the given reaction.. Dataset: Catalyst prediction with 721,799 reactions and 888 catalyst types from USPTO (1) Reactant: Cl.[NH2:2][N:3]1[CH2:8][CH2:7][CH2:6][CH2:5][CH2:4]1.C[Al](C)C.C([O:15][C:16]([C:18]1[CH:22]=[C:21]([C:23]2[CH:28]=[CH:27][C:26]([O:29][S:30]([CH2:33][CH2:34][CH3:35])(=[O:32])=[O:31])=[CH:25][CH:24]=2)[N:20]([C:36]2[CH:41]=[CH:40][C:39]([Cl:42])=[CH:38][C:37]=2[Cl:43])[N:19]=1)=O)C. Product: [Cl:43][C:37]1[CH:38]=[C:39]([Cl:42])[CH:40]=[CH:41][C:36]=1[N:20]1[C:21]([C:23]2[CH:24]=[CH:25][C:26]([O:29][S:30]([CH2:33][CH2:34][CH3:35])(=[O:32])=[O:31])=[CH:27][CH:28]=2)=[CH:22][C:18]([C:16](=[O:15])[NH:2][N:3]2[CH2:8][CH2:7][CH2:6][CH2:5][CH2:4]2)=[N:19]1. The catalyst class is: 308. (2) Reactant: [CH3:1][CH:2]([CH3:11])[C:3](=O)[CH2:4][C:5]([O:7][CH2:8][CH3:9])=[O:6].[C:12]([O-:15])(=O)[CH3:13].[NH4+:16]. Product: [CH2:8]([O:7][C:5]([C:4]1[C:3]([CH:2]([CH3:11])[CH3:1])=[CH:13][C:12](=[O:15])[NH:16][C:1]=1[CH:2]([CH3:11])[CH3:3])=[O:6])[CH3:9]. The catalyst class is: 5. (3) Reactant: [CH:1]1([S:4]([NH:7][C:8](=[O:46])[NH:9][C:10]2[CH:44]=[CH:43][C:13]([O:14][C:15]3[CH:20]=[CH:19][N:18]=[C:17]4[CH:21]=[C:22]([C:24]5[N:29]=[CH:28][C:27]([CH2:30][N:31]([CH2:39][CH2:40][O:41][CH3:42])C(=O)OC(C)(C)C)=[CH:26][CH:25]=5)[S:23][C:16]=34)=[C:12]([F:45])[CH:11]=2)(=[O:6])=[O:5])[CH2:3][CH2:2]1.Cl.O1CCOCC1.C([O-])(O)=O.[Na+]. Product: [F:45][C:12]1[CH:11]=[C:10]([NH:9][C:8]([NH:7][S:4]([CH:1]2[CH2:2][CH2:3]2)(=[O:5])=[O:6])=[O:46])[CH:44]=[CH:43][C:13]=1[O:14][C:15]1[CH:20]=[CH:19][N:18]=[C:17]2[CH:21]=[C:22]([C:24]3[CH:25]=[CH:26][C:27]([CH2:30][NH:31][CH2:39][CH2:40][O:41][CH3:42])=[CH:28][N:29]=3)[S:23][C:16]=12. The catalyst class is: 91. (4) Reactant: [OH:1][CH2:2][C@@H:3]1[NH:8][CH2:7][CH2:6][N:5]([C:9]([O:11][C:12]([CH3:15])([CH3:14])[CH3:13])=[O:10])[CH2:4]1.Br[CH2:17][C:18]1[CH:23]=[CH:22][C:21]([C:24]([OH:33])([C:29]([F:32])([F:31])[F:30])[C:25]([F:28])([F:27])[F:26])=[CH:20][CH:19]=1.[I-].[Na+].C(=O)([O-])[O-].[K+].[K+]. Product: [F:26][C:25]([F:27])([F:28])[C:24]([C:21]1[CH:22]=[CH:23][C:18]([CH2:17][N:8]2[CH2:7][CH2:6][N:5]([C:9]([O:11][C:12]([CH3:15])([CH3:14])[CH3:13])=[O:10])[CH2:4][C@@H:3]2[CH2:2][OH:1])=[CH:19][CH:20]=1)([OH:33])[C:29]([F:30])([F:32])[F:31]. The catalyst class is: 245. (5) Reactant: [N+:1]([C:4]1[CH:9]=[C:8]([N+:10]([O-:12])=[O:11])[CH:7]=[CH:6][C:5]=1F)([O-:3])=[O:2].C(N(CC)C(C)C)(C)C.[NH2:23][CH:24]([C:30]1[CH:35]=[CH:34][C:33]([C:36]2[CH:41]=[CH:40][CH:39]=[CH:38][CH:37]=2)=[CH:32][CH:31]=1)[CH2:25][C:26]([O:28][CH3:29])=[O:27]. Product: [C:33]1([C:36]2[CH:37]=[CH:38][CH:39]=[CH:40][CH:41]=2)[CH:34]=[CH:35][C:30]([CH:24]([NH:23][C:5]2[CH:6]=[CH:7][C:8]([N+:10]([O-:12])=[O:11])=[CH:9][C:4]=2[N+:1]([O-:3])=[O:2])[CH2:25][C:26]([O:28][CH3:29])=[O:27])=[CH:31][CH:32]=1. The catalyst class is: 5. (6) Reactant: [F:1][C:2]1[CH:3]=[C:4]([C:22]2[C:23]([C:28]#[N:29])=[CH:24][CH:25]=[CH:26][CH:27]=2)[CH:5]=[CH:6][C:7]=1[CH2:8][C:9]1[C:10](=[O:21])[NH:11][C:12]2[N:13]([N:18]=[CH:19][N:20]=2)[C:14]=1[CH2:15][CH2:16][CH3:17].[CH3:30][CH:31]([O:33][C:34]1[CH:39]=[CH:38][C:37](B(O)O)=[CH:36][CH:35]=1)[CH3:32].C(N(CC)CC)C.N1C=CC=CC=1. Product: [F:1][C:2]1[CH:3]=[C:4]([C:22]2[C:23]([C:28]#[N:29])=[CH:24][CH:25]=[CH:26][CH:27]=2)[CH:5]=[CH:6][C:7]=1[CH2:8][C:9]1[C:10](=[O:21])[N:11]([C:37]2[CH:38]=[CH:39][C:34]([O:33][CH:31]([CH3:32])[CH3:30])=[CH:35][CH:36]=2)[C:12]2[N:13]([N:18]=[CH:19][N:20]=2)[C:14]=1[CH2:15][CH2:16][CH3:17]. The catalyst class is: 560.